This data is from Human Reference Interactome with 51,813 positive PPI pairs across 8,248 proteins, plus equal number of experimentally-validated negative pairs. The task is: Binary Classification. Given two protein amino acid sequences, predict whether they physically interact or not. Protein 1 (ENSG00000074706) has sequence MTSYMAIDGSALVPLRQKPRRKTQGFLTMSRRRISCKDLGHADCQGWLYKKKEKGSFLSNKWKKFWVILKGSSLYWYSNQMAEKADGFVNLPDFTVERASECKKKHAFKISHPQIKTFYFAAENVQEMNVWLNKLGSAVIHQESTTKDEECYSESEQEDPEIAAETPPPPHASQTQSLTAQQASSSSPSLSGTSYSFSSLENTVKTPSSFPSSLSKERQSLPDTVNSLSAAEDEGQPITFAVQVHSPVPSEAGIHKALENSFVTSESGFLNSLSSDDTSSLSSNHDHLTVPDKPAGSKIM.... Protein 2 (ENSG00000105443) has sequence MDPVVRITRSPATSPVMESENQGLSPLPKPPDLTPEERMELENIRRRKQELLVEIQRLREELSEAMSEVEGLEANEGSKTLQRNRKMAMGRKKFNMDPKKGIQFLVENELLQNTPEEIARFLYKGEGLNKTAIGDYLGEREELNLAVLHAFVDLHEFTDLNLVQALRQFLWSFRLPGEAQKIDRMMEAFAQRYCLCNPGVFQSTDTCYVLSFAVIMLNTSLHNPNVRDKPGLERFVAMNRGINEGGDLPEELLRMEDGVYEPPDLTPEERMELENIRRRKQELLVEIQRLREELSEAMSE.... Result: 1 (the proteins interact).